This data is from Catalyst prediction with 721,799 reactions and 888 catalyst types from USPTO. The task is: Predict which catalyst facilitates the given reaction. (1) Reactant: C(OC([N:8]1[CH2:15][CH2:14][CH2:13][C@H:9]1[C:10]([OH:12])=O)=O)(C)(C)C.[NH:16]1[C:24]2[C:19](=[CH:20][CH:21]=[CH:22][CH:23]=2)[C:18](/[CH:25]=[CH:26]/[C:27]2[CH:32]=[CH:31][C:30]([C:33]([N:35]3[CH2:40][CH2:39][NH:38][CH2:37][CH2:36]3)=[O:34])=[CH:29][C:28]=2[NH:41][C:42]([C:44]2[S:45][CH:46]=[CH:47][C:48]=2[CH3:49])=[O:43])=[N:17]1.O.ON1C2C=CC=CC=2N=N1.C(Cl)CCl. Product: [NH:16]1[C:24]2[C:19](=[CH:20][CH:21]=[CH:22][CH:23]=2)[C:18](/[CH:25]=[CH:26]/[C:27]2[CH:32]=[CH:31][C:30]([C:33]([N:35]3[CH2:36][CH2:37][N:38]([C:10]([C@@H:9]4[CH2:13][CH2:14][CH2:15][NH:8]4)=[O:12])[CH2:39][CH2:40]3)=[O:34])=[CH:29][C:28]=2[NH:41][C:42]([C:44]2[S:45][CH:46]=[CH:47][C:48]=2[CH3:49])=[O:43])=[N:17]1. The catalyst class is: 56. (2) Reactant: [NH2:1][C:2]1[CH:3]=[N:4][C:5]2[C:10]([C:11]=1[Cl:12])=[CH:9][CH:8]=[CH:7][CH:6]=2.[CH:13]1([C:19](Cl)=[O:20])[CH2:18][CH2:17][CH2:16][CH2:15][CH2:14]1.ClC(Cl)C. Product: [Cl:12][C:11]1[C:10]2[C:5](=[CH:6][CH:7]=[CH:8][CH:9]=2)[N:4]=[CH:3][C:2]=1[NH:1][C:19]([CH:13]1[CH2:18][CH2:17][CH2:16][CH2:15][CH2:14]1)=[O:20]. The catalyst class is: 4.